This data is from Forward reaction prediction with 1.9M reactions from USPTO patents (1976-2016). The task is: Predict the product of the given reaction. (1) Given the reactants Cl[CH2:2][C:3]1[CH:4]=[C:5]([CH:11]=[CH:12][CH:13]=1)[C:6]([O:8][CH2:9][CH3:10])=[O:7].[C-:14]#[N:15].[Na+], predict the reaction product. The product is: [C:14]([CH2:2][C:3]1[CH:4]=[C:5]([CH:11]=[CH:12][CH:13]=1)[C:6]([O:8][CH2:9][CH3:10])=[O:7])#[N:15]. (2) Given the reactants [Cl:1][C:2]1[C:7]([C:8]2[C:13]([F:14])=[CH:12][C:11]([F:15])=[CH:10][C:9]=2[F:16])=[C:6]([N:17]([CH2:20][CH:21]2[CH2:23][CH2:22]2)[O:18][CH3:19])[N:5]=[C:4](S(C)(=O)=O)[N:3]=1.[C-:28]#[N:29].[K+], predict the reaction product. The product is: [Cl:1][C:2]1[C:7]([C:8]2[C:13]([F:14])=[CH:12][C:11]([F:15])=[CH:10][C:9]=2[F:16])=[C:6]([N:17]([CH2:20][CH:21]2[CH2:23][CH2:22]2)[O:18][CH3:19])[N:5]=[C:4]([C:28]#[N:29])[N:3]=1. (3) Given the reactants [NH2:1][C:2]1[N:7]=[C:6]([N:8]2[CH2:20][CH2:19][C:11]3([CH2:15][NH:14][C@H:13]([C:16]([OH:18])=[O:17])[CH2:12]3)[CH2:10][CH2:9]2)[CH:5]=[C:4]([O:21][C@H:22]([C:27]2[CH:32]=[CH:31][C:30](Cl)=[CH:29][C:28]=2[C:34]2[CH:39]=[CH:38][CH:37]=[C:36](S(=O)(=O)N)[CH:35]=2)[C:23]([F:26])([F:25])[F:24])[N:3]=1.BrC1C=CC=CC=1C(=O)C(F)(F)F, predict the reaction product. The product is: [C:28]1([C:34]2[CH:35]=[CH:36][CH:37]=[CH:38][CH:39]=2)[CH:29]=[CH:30][CH:31]=[CH:32][C:27]=1[C@@H:22]([O:21][C:4]1[N:3]=[C:2]([NH2:1])[N:7]=[C:6]([N:8]2[CH2:20][CH2:19][C:11]3([CH2:15][NH:14][C@H:13]([C:16]([OH:18])=[O:17])[CH2:12]3)[CH2:10][CH2:9]2)[CH:5]=1)[C:23]([F:24])([F:25])[F:26].